This data is from TCR-epitope binding with 47,182 pairs between 192 epitopes and 23,139 TCRs. The task is: Binary Classification. Given a T-cell receptor sequence (or CDR3 region) and an epitope sequence, predict whether binding occurs between them. (1) The epitope is LLSAGIFGA. The TCR CDR3 sequence is CASSSPTILTDTQYF. Result: 0 (the TCR does not bind to the epitope). (2) The epitope is TAFTIPSI. The TCR CDR3 sequence is CASSFFGQDAYEQYF. Result: 0 (the TCR does not bind to the epitope). (3) The epitope is LLSAGIFGA. The TCR CDR3 sequence is CASSLGRGLDNEQFF. Result: 0 (the TCR does not bind to the epitope). (4) The epitope is TTLPVNVAF. The TCR CDR3 sequence is CASSFDAGMNTEAFF. Result: 0 (the TCR does not bind to the epitope). (5) The epitope is RILGAGCFV. The TCR CDR3 sequence is CASSSQMRTVITDTQYF. Result: 0 (the TCR does not bind to the epitope). (6) The epitope is ALSKGVHFV. The TCR CDR3 sequence is CALLVDTQYF. Result: 0 (the TCR does not bind to the epitope).